From a dataset of NCI-60 drug combinations with 297,098 pairs across 59 cell lines. Regression. Given two drug SMILES strings and cell line genomic features, predict the synergy score measuring deviation from expected non-interaction effect. (1) Drug 1: CC1CCC2CC(C(=CC=CC=CC(CC(C(=O)C(C(C(=CC(C(=O)CC(OC(=O)C3CCCCN3C(=O)C(=O)C1(O2)O)C(C)CC4CCC(C(C4)OC)O)C)C)O)OC)C)C)C)OC. Drug 2: C1CN1C2=NC(=NC(=N2)N3CC3)N4CC4. Cell line: HCT116. Synergy scores: CSS=31.9, Synergy_ZIP=-1.77, Synergy_Bliss=-6.38, Synergy_Loewe=-2.64, Synergy_HSA=-3.56. (2) Drug 1: C1CCN(CC1)CCOC2=CC=C(C=C2)C(=O)C3=C(SC4=C3C=CC(=C4)O)C5=CC=C(C=C5)O. Drug 2: C#CCC(CC1=CN=C2C(=N1)C(=NC(=N2)N)N)C3=CC=C(C=C3)C(=O)NC(CCC(=O)O)C(=O)O. Cell line: M14. Synergy scores: CSS=-1.27, Synergy_ZIP=1.84, Synergy_Bliss=3.63, Synergy_Loewe=0.147, Synergy_HSA=-1.42. (3) Drug 2: COC1=C2C(=CC3=C1OC=C3)C=CC(=O)O2. Cell line: M14. Synergy scores: CSS=3.21, Synergy_ZIP=-3.01, Synergy_Bliss=-1.49, Synergy_Loewe=-8.10, Synergy_HSA=-4.50. Drug 1: CCC(=C(C1=CC=CC=C1)C2=CC=C(C=C2)OCCN(C)C)C3=CC=CC=C3.C(C(=O)O)C(CC(=O)O)(C(=O)O)O. (4) Drug 1: CC12CCC3C(C1CCC2=O)CC(=C)C4=CC(=O)C=CC34C. Drug 2: C(CCl)NC(=O)N(CCCl)N=O. Cell line: IGROV1. Synergy scores: CSS=28.2, Synergy_ZIP=-3.44, Synergy_Bliss=-4.42, Synergy_Loewe=-5.97, Synergy_HSA=-3.38.